The task is: Regression/Classification. Given a drug SMILES string, predict its absorption, distribution, metabolism, or excretion properties. Task type varies by dataset: regression for continuous measurements (e.g., permeability, clearance, half-life) or binary classification for categorical outcomes (e.g., BBB penetration, CYP inhibition). Dataset: cyp3a4_veith.. This data is from CYP3A4 inhibition data for predicting drug metabolism from PubChem BioAssay. (1) The compound is COc1ccc2[nH]cc(CCNc3cc(-c4ccc(C(=O)N(C)C)cc4)ncn3)c2c1. The result is 1 (inhibitor). (2) The compound is CCOc1ccc(CC(C(N)=O)C(N)=O)cc1CN(C)C. The result is 0 (non-inhibitor). (3) The molecule is CC(=O)N(C[C@@H](O)CO)c1c(I)c(C(=O)NC[C@@H](O)CO)c(I)c(C(=O)NC[C@@H](O)CO)c1I. The result is 0 (non-inhibitor). (4) The compound is O=S1(=O)[C@@H](c2ccccc2)[C@H](N2CCCCC2)[C@H]1[C@H]1CC2c3ccccc3C1c1ccccc12. The result is 1 (inhibitor). (5) The molecule is COc1cc(-c2nnc(SCC3(c4ccccc4)OCCO3)o2)cc(OC)c1OC. The result is 1 (inhibitor). (6) The drug is CC1(CCC#N)N=C(SCCC#N)N(c2ccccc2)C1=O. The result is 0 (non-inhibitor). (7) The molecule is O=[N+]([O-])c1ccc2ncccc2c1CCc1c([N+](=O)[O-])ccc2ncccc12. The result is 0 (non-inhibitor). (8) The result is 0 (non-inhibitor). The molecule is Cc1noc(C)c1C(=O)N1CCC2(CC1)CN(Cc1cc(C(F)(F)F)cc(C(F)(F)F)c1)C2.